Task: Predict the product of the given reaction.. Dataset: Forward reaction prediction with 1.9M reactions from USPTO patents (1976-2016) (1) The product is: [CH3:42][S:43][CH2:44][N:3]1[C:2](=[O:1])[CH2:7][O:6][C:5]2[N:8]=[C:9]([C:18]3[CH:23]=[CH:22][C:21]([C:24]4([NH:28][C:29](=[O:35])[O:30][C:31]([CH3:32])([CH3:34])[CH3:33])[CH2:25][CH2:26][CH2:27]4)=[CH:20][CH:19]=3)[C:10]([C:12]3[CH:13]=[CH:14][CH:15]=[CH:16][CH:17]=3)=[CH:11][C:4]1=2. Given the reactants [O:1]=[C:2]1[CH2:7][O:6][C:5]2[N:8]=[C:9]([C:18]3[CH:23]=[CH:22][C:21]([C:24]4([NH:28][C:29](=[O:35])[O:30][C:31]([CH3:34])([CH3:33])[CH3:32])[CH2:27][CH2:26][CH2:25]4)=[CH:20][CH:19]=3)[C:10]([C:12]3[CH:17]=[CH:16][CH:15]=[CH:14][CH:13]=3)=[CH:11][C:4]=2[NH:3]1.C(=O)([O-])[O-].[K+].[K+].[CH3:42][S:43][CH2:44]Cl, predict the reaction product. (2) Given the reactants [CH3:1][O:2][C:3](=[O:13])[C:4]1[CH:9]=[C:8]([Br:10])[C:7]([OH:11])=[C:6]([Br:12])[CH:5]=1.[CH3:14]I, predict the reaction product. The product is: [CH3:1][O:2][C:3](=[O:13])[C:4]1[CH:5]=[C:6]([Br:12])[C:7]([O:11][CH3:14])=[C:8]([Br:10])[CH:9]=1. (3) Given the reactants [N:1]1([CH2:6][C:7]2[CH:12]=[CH:11][C:10]([CH2:13][CH2:14][NH2:15])=[CH:9][CH:8]=2)[CH2:5][CH2:4][CH2:3][CH2:2]1.[I:16][C:17]1[CH:25]=[CH:24][C:20]([C:21](O)=[O:22])=[CH:19][CH:18]=1, predict the reaction product. The product is: [I:16][C:17]1[CH:25]=[CH:24][C:20]([C:21]([NH:15][CH2:14][CH2:13][C:10]2[CH:11]=[CH:12][C:7]([CH2:6][N:1]3[CH2:5][CH2:4][CH2:3][CH2:2]3)=[CH:8][CH:9]=2)=[O:22])=[CH:19][CH:18]=1. (4) Given the reactants [O:1]=[C:2]([N:17]1[CH2:21][CH2:20][CH2:19][CH2:18]1)[CH2:3][N:4]1[CH2:9][CH2:8][N:7]([C:10]2[N:15]=[CH:14][N:13]=[C:12]([NH2:16])[CH:11]=2)[CH2:6][CH2:5]1.[H-].[Na+].Cl[C:25]1[S:26][C:27]([C:30]#[N:31])=[CH:28][N:29]=1, predict the reaction product. The product is: [O:1]=[C:2]([N:17]1[CH2:18][CH2:19][CH2:20][CH2:21]1)[CH2:3][N:4]1[CH2:5][CH2:6][N:7]([C:10]2[N:15]=[CH:14][N:13]=[C:12]([NH:16][C:25]3[S:26][C:27]([C:30]#[N:31])=[CH:28][N:29]=3)[CH:11]=2)[CH2:8][CH2:9]1. (5) Given the reactants [C:1]([CH2:3][C:4]1[CH:9]=[C:8]([CH3:10])[CH:7]=[C:6]([O:11][CH3:12])[CH:5]=1)#N.[OH-:13].[Na+].[OH2:15], predict the reaction product. The product is: [CH3:12][O:11][C:6]1[CH:5]=[C:4]([CH2:3][C:1]([OH:15])=[O:13])[CH:9]=[C:8]([CH3:10])[CH:7]=1. (6) Given the reactants [Br:1][C:2]1[CH:7]=[CH:6][C:5]([Br:8])=[CH:4][C:3]=1[S:9]([NH:12][C@@H:13]1[CH2:17][CH2:16][N:15]([C:18]([O:20][C:21]([CH3:24])([CH3:23])[CH3:22])=[O:19])[CH2:14]1)(=[O:11])=[O:10].[H-].[Na+].Br[CH2:28][CH:29]1[CH2:34][CH2:33][CH2:32][CH2:31][CH2:30]1, predict the reaction product. The product is: [CH:29]1([CH2:28][N:12]([S:9]([C:3]2[CH:4]=[C:5]([Br:8])[CH:6]=[CH:7][C:2]=2[Br:1])(=[O:11])=[O:10])[C@@H:13]2[CH2:17][CH2:16][N:15]([C:18]([O:20][C:21]([CH3:24])([CH3:23])[CH3:22])=[O:19])[CH2:14]2)[CH2:34][CH2:33][CH2:32][CH2:31][CH2:30]1.